This data is from Full USPTO retrosynthesis dataset with 1.9M reactions from patents (1976-2016). The task is: Predict the reactants needed to synthesize the given product. The reactants are: [C:1](#[N:5])[CH2:2][C:3]#[N:4].[C:6]([CH3:16])(OCC)(OCC)[O:7][CH2:8][CH3:9]. Given the product [CH2:6]([O:7][C:8](=[C:2]([C:1]#[N:5])[C:3]#[N:4])[CH3:9])[CH3:16], predict the reactants needed to synthesize it.